From a dataset of Forward reaction prediction with 1.9M reactions from USPTO patents (1976-2016). Predict the product of the given reaction. (1) The product is: [F:1][C:2]1[CH:3]=[C:4]2[C:8](=[CH:9][CH:10]=1)[CH:7]([NH:11][C:12]1[CH:21]=[CH:20][C:19]3[C:14](=[CH:15][CH:16]=[C:17]([NH:22][C:33](=[O:34])[CH2:32][N:29]4[CH2:30][CH2:31][N:26]([CH:23]([CH3:24])[CH3:25])[CH2:27][CH2:28]4)[CH:18]=3)[N:13]=1)[CH2:6][CH2:5]2. Given the reactants [F:1][C:2]1[CH:3]=[C:4]2[C:8](=[CH:9][CH:10]=1)[CH:7]([NH:11][C:12]1[CH:21]=[CH:20][C:19]3[C:14](=[CH:15][CH:16]=[C:17]([NH2:22])[CH:18]=3)[N:13]=1)[CH2:6][CH2:5]2.[CH:23]([N:26]1[CH2:31][CH2:30][N:29]([CH2:32][C:33](O)=[O:34])[CH2:28][CH2:27]1)([CH3:25])[CH3:24], predict the reaction product. (2) Given the reactants Cl[C:2]1[CH:7]=[CH:6][N:5]=[C:4]2[CH:8]=[C:9]([C:11]3[CH:16]=[CH:15][C:14]([O:17][CH3:18])=[C:13]([O:19][CH3:20])[C:12]=3[O:21][CH3:22])[O:10][C:3]=12.[CH3:23][C:24]1[C:32]([NH2:33])=[CH:31][CH:30]=[C:29]2[C:25]=1[CH:26]=[CH:27][NH:28]2, predict the reaction product. The product is: [CH3:23][C:24]1[C:32]([NH:33][C:2]2[CH:7]=[CH:6][N:5]=[C:4]3[CH:8]=[C:9]([C:11]4[CH:16]=[CH:15][C:14]([O:17][CH3:18])=[C:13]([O:19][CH3:20])[C:12]=4[O:21][CH3:22])[O:10][C:3]=23)=[CH:31][CH:30]=[C:29]2[C:25]=1[CH:26]=[CH:27][NH:28]2.